From a dataset of Forward reaction prediction with 1.9M reactions from USPTO patents (1976-2016). Predict the product of the given reaction. (1) Given the reactants F[C:2]1[CH:16]=[CH:15][C:5]([C:6]([C:8]2[CH:13]=[C:12]([CH3:14])[CH:11]=[CH:10][N:9]=2)=[O:7])=[CH:4][CH:3]=1.[N-:17]=[N+]=[N-].[Na+].O, predict the reaction product. The product is: [NH2:17][C:2]1[CH:16]=[CH:15][C:5]([CH:6]([C:8]2[CH:13]=[C:12]([CH3:14])[CH:11]=[CH:10][N:9]=2)[OH:7])=[CH:4][CH:3]=1. (2) Given the reactants [C:1]([O:5][C:6]([N:8]1[C:13]2([CH2:19][O:18][CH2:17][CH2:16][O:15][CH2:14]2)[C:12](=[O:20])[N:11]([CH2:21][C:22]([OH:24])=O)[C@H:10]([C:25]2[CH:30]=[C:29]([F:31])[CH:28]=[C:27]([F:32])[CH:26]=2)[CH2:9]1)=[O:7])([CH3:4])([CH3:3])[CH3:2].CN(C(ON1N=NC2C=CC=NC1=2)=[N+](C)C)C.F[P-](F)(F)(F)(F)F.[NH2:57][C:58]1[CH:59]=[C:60]2[C:73](=[CH:74][C:75]=1[Cl:76])[CH2:72][C:62]1([C:70]3[C:65](=[N:66][CH:67]=[CH:68][CH:69]=3)[NH:64][C:63]1=[O:71])[CH2:61]2, predict the reaction product. The product is: [Cl:76][C:75]1[CH:74]=[C:73]2[C:60](=[CH:59][C:58]=1[NH:57][C:22](=[O:24])[CH2:21][N:11]1[C:12](=[O:20])[C:13]3([CH2:19][O:18][CH2:17][CH2:16][O:15][CH2:14]3)[N:8]([C:6]([O:5][C:1]([CH3:2])([CH3:3])[CH3:4])=[O:7])[CH2:9][C@H:10]1[C:25]1[CH:26]=[C:27]([F:32])[CH:28]=[C:29]([F:31])[CH:30]=1)[CH2:61][C:62]1([C:70]3[C:65](=[N:66][CH:67]=[CH:68][CH:69]=3)[NH:64][C:63]1=[O:71])[CH2:72]2. (3) Given the reactants [CH2:1]([O:8][C:9]([NH:11][C@@H:12]([CH2:16][C:17]1[CH:22]=[CH:21][C:20]([CH:23]2[S:27](=[O:29])(=[O:28])[NH:26][C:25](=[O:30])[CH2:24]2)=[CH:19][CH:18]=1)[C:13]([OH:15])=O)=[O:10])[C:2]1[CH:7]=[CH:6][CH:5]=[CH:4][CH:3]=1.F[P-](F)(F)(F)(F)F.N1(O[P+](N(C)C)(N(C)C)N(C)C)C2C=CC=CC=2N=N1.[NH2:58][CH2:59][CH2:60][CH2:61][CH2:62][O:63][C:64]1[CH:73]=[CH:72][CH:71]=[C:70]([OH:74])[C:65]=1[C:66]([O:68][CH3:69])=[O:67].C(N(CC)C(C)C)(C)C, predict the reaction product. The product is: [CH2:1]([O:8][C:9]([NH:11][C@@H:12]([CH2:16][C:17]1[CH:22]=[CH:21][C:20]([CH:23]2[S:27](=[O:29])(=[O:28])[NH:26][C:25](=[O:30])[CH2:24]2)=[CH:19][CH:18]=1)[C:13]([NH:58][CH2:59][CH2:60][CH2:61][CH2:62][O:63][C:64]1[CH:73]=[CH:72][CH:71]=[C:70]([OH:74])[C:65]=1[C:66]([O:68][CH3:69])=[O:67])=[O:15])=[O:10])[C:2]1[CH:3]=[CH:4][CH:5]=[CH:6][CH:7]=1. (4) Given the reactants [OH:1][C@@H:2]1[CH2:9][N:8]([CH2:10][CH2:11][CH2:12][N:13]2[CH2:18][CH2:17][N:16]([C:19]3[CH:24]=[CH:23][CH:22]=[C:21](I)[CH:20]=3)[CH:15]([CH3:26])[C:14]2=[O:27])[CH2:7][CH2:6][C:3]21[CH2:5][CH2:4]2.[C:28]1(B(O)O)[CH:33]=[CH:32][CH:31]=[CH:30][CH:29]=1.C(=O)([O-])[O-].[K+].[K+].CC(C)=O, predict the reaction product. The product is: [C:21]1([C:28]2[CH:33]=[CH:32][CH:31]=[CH:30][CH:29]=2)[CH:22]=[CH:23][CH:24]=[C:19]([N:16]2[CH2:17][CH2:18][N:13]([CH2:12][CH2:11][CH2:10][N:8]3[CH2:7][CH2:6][C:3]4([CH2:5][CH2:4]4)[C@H:2]([OH:1])[CH2:9]3)[C:14](=[O:27])[CH:15]2[CH3:26])[CH:20]=1.